This data is from Full USPTO retrosynthesis dataset with 1.9M reactions from patents (1976-2016). The task is: Predict the reactants needed to synthesize the given product. (1) Given the product [F:1][C:2]1[CH:31]=[C:30]([F:32])[CH:29]=[CH:28][C:3]=1[CH2:4][C:5]1[CH:6]=[C:7]([C:20](=[O:27])[CH:21]=[C:22]([OH:26])[C:23]([NH:34][C@@H:35]2[CH2:39][CH2:38][CH2:37][C@H:36]2[OH:40])=[O:24])[C:8](=[O:19])[N:9]([CH2:11][C:12]2[CH:17]=[CH:16][CH:15]=[CH:14][C:13]=2[F:18])[CH:10]=1, predict the reactants needed to synthesize it. The reactants are: [F:1][C:2]1[CH:31]=[C:30]([F:32])[CH:29]=[CH:28][C:3]=1[CH2:4][C:5]1[CH:6]=[C:7]([C:20](=[O:27])[CH:21]=[C:22]([OH:26])[C:23](O)=[O:24])[C:8](=[O:19])[N:9]([CH2:11][C:12]2[CH:17]=[CH:16][CH:15]=[CH:14][C:13]=2[F:18])[CH:10]=1.Cl.[NH2:34][C@@H:35]1[CH2:39][CH2:38][CH2:37][C@H:36]1[OH:40]. (2) Given the product [CH2:25]([Sn:19]([CH2:15][CH2:16][CH2:17][CH3:18])([CH2:21][CH2:22][CH2:23][CH3:24])[C:2]1[S:1][C:5]2=[N:6][CH:7]=[CH:8][CH:9]=[C:4]2[CH:3]=1)[CH2:26][CH2:27][CH3:28], predict the reactants needed to synthesize it. The reactants are: [S:1]1[C:5]2=[N:6][CH:7]=[CH:8][CH:9]=[C:4]2[CH:3]=[CH:2]1.C([Li])CCC.[CH2:15]([Sn:19]([CH2:25][CH2:26][CH2:27][CH3:28])([CH2:21][CH2:22][CH2:23][CH3:24])Cl)[CH2:16][CH2:17][CH3:18].C(=O)(O)[O-].[Na+]. (3) Given the product [F:20][C:2]([F:1])([F:19])[CH2:3][S:4][CH2:5][C:6]([C:7]1[CH:14]=[CH:13][C:10]([C:11]#[N:12])=[CH:9][CH:8]=1)=[O:15], predict the reactants needed to synthesize it. The reactants are: [F:1][C:2]([F:20])([F:19])[CH2:3][S:4][CH2:5][C:6]1(OCC[O:15]1)[C:7]1[CH:14]=[CH:13][C:10]([CH2:11][NH2:12])=[CH:9][CH:8]=1.FC(F)(F)CSCC1(OCCO1)C1C=CC(C#N)=CC=1. (4) Given the product [C:34]([O:33][C:31]([N:29]([CH3:30])[CH:27]([CH3:28])[C:26]([NH:25][CH:18]([CH:19]1[CH2:20][CH2:21][CH2:22][CH2:23][CH2:24]1)[C:17]([N:16]1[CH:6]2[CH:7]([N:8]([S:10]([CH3:13])(=[O:12])=[O:11])[CH2:9][CH:5]2[C:3]([OH:4])=[O:2])[CH2:14][CH2:15]1)=[O:39])=[O:38])=[O:32])([CH3:37])([CH3:36])[CH3:35], predict the reactants needed to synthesize it. The reactants are: C[O:2][C:3]([CH:5]1[CH2:9][N:8]([S:10]([CH3:13])(=[O:12])=[O:11])[CH:7]2[CH2:14][CH2:15][N:16]([C:17](=[O:39])[CH:18]([NH:25][C:26](=[O:38])[CH:27]([N:29]([C:31]([O:33][C:34]([CH3:37])([CH3:36])[CH3:35])=[O:32])[CH3:30])[CH3:28])[CH:19]3[CH2:24][CH2:23][CH2:22][CH2:21][CH2:20]3)[CH:6]12)=[O:4].[OH-].[Na+]. (5) The reactants are: [O:1]1[C:5]2[CH:6]=[CH:7][C:8]([CH:10]3[C:14]45O[C:13]4([C:22](=[O:23])[C:21]4[CH:20]=[CH:19][CH:18]=[CH:17][C:16]=4[NH:15]5)[CH2:12][N:11]3[CH2:25][C:26]3[CH:31]=[CH:30][CH:29]=[CH:28][CH:27]=3)=[CH:9][C:4]=2O[CH2:2]1.[CH2:32](Cl)Cl. Given the product [CH2:25]([N:11]1[CH:12]=[C:13]2[C:14]([NH:15][C:16]3[CH:17]=[CH:18][CH:19]=[CH:20][C:21]=3[C:22]2=[O:23])=[C:10]1[C:8]1[CH:7]=[CH:6][C:5]2[O:1][CH2:2][CH2:32][C:4]=2[CH:9]=1)[C:26]1[CH:27]=[CH:28][CH:29]=[CH:30][CH:31]=1, predict the reactants needed to synthesize it.